This data is from Catalyst prediction with 721,799 reactions and 888 catalyst types from USPTO. The task is: Predict which catalyst facilitates the given reaction. (1) Reactant: [F:1][C:2]([F:33])([F:32])[C:3]([N:5]1[CH2:10][CH2:9][N:8]([CH:11]2[CH2:20][C:19]3[CH:18]=[C:17]([N:21]4[C:29](=[O:30])[C:28]5[C:23](=[CH:24][CH:25]=[CH:26][CH:27]=5)[C:22]4=[O:31])[CH:16]=[CH:15][C:14]=3[CH2:13][CH2:12]2)[CH2:7][CH2:6]1)=[O:4].[N+:34]([O-])([O-:36])=[O:35].[K+]. Product: [N+:34]([C:16]1[C:17]([N:21]2[C:22](=[O:31])[C:23]3[C:28](=[CH:27][CH:26]=[CH:25][CH:24]=3)[C:29]2=[O:30])=[CH:18][C:19]2[CH2:20][CH:11]([N:8]3[CH2:9][CH2:10][N:5]([C:3](=[O:4])[C:2]([F:1])([F:32])[F:33])[CH2:6][CH2:7]3)[CH2:12][CH2:13][C:14]=2[CH:15]=1)([O-:36])=[O:35]. The catalyst class is: 82. (2) Reactant: [Br:1][C:2]1[CH:10]=[CH:9][C:5]([C:6]([OH:8])=[O:7])=[CH:4][C:3]=1[CH3:11].S(Cl)(Cl)=O.C(N(CC)CC)C.[CH3:23][C:24]([CH3:27])([O-])[CH3:25].[Li+]. Product: [C:24]([O:7][C:6](=[O:8])[C:5]1[CH:9]=[CH:10][C:2]([Br:1])=[C:3]([CH3:11])[CH:4]=1)([CH3:27])([CH3:25])[CH3:23]. The catalyst class is: 11. (3) Reactant: [C:1]([C:4]1[C:9]([C:10]2[CH:15]=[CH:14][CH:13]=[CH:12][CH:11]=2)=[N:8][N:7]([CH2:16][CH3:17])[C:6](=[O:18])[C:5]=1[N+:19]([O-])=O)(=[O:3])[CH3:2].[CH3:22][C:23]1[N:24]=[N:25][C:26]2[CH:27]=[CH:28][CH:29]=[C:30](N)[C:31]=2[CH:32]=1. Product: [C:1]([C:4]1[C:9]([C:10]2[CH:15]=[CH:14][CH:13]=[CH:12][CH:11]=2)=[N:8][N:7]([CH2:16][CH3:17])[C:6](=[O:18])[C:5]=1[NH:19][C:30]1[CH:29]=[CH:28][CH:27]=[C:26]2[C:31]=1[CH:32]=[C:23]([CH3:22])[N:24]=[N:25]2)(=[O:3])[CH3:2]. The catalyst class is: 8. (4) Product: [CH2:27]([O:1][C:2]1[CH:3]=[C:4]([CH2:8][NH:9][C:10]([C:12]2[CH:13]=[C:14]3[C:19](=[CH:20][CH:21]=2)[N:18]=[CH:17][CH:16]=[CH:15]3)=[O:11])[CH:5]=[CH:6][CH:7]=1)[CH2:26][CH2:25][CH:24]=[CH2:23]. The catalyst class is: 6. Reactant: [OH:1][C:2]1[CH:3]=[C:4]([CH2:8][NH:9][C:10]([C:12]2[CH:13]=[C:14]3[C:19](=[CH:20][CH:21]=2)[N:18]=[CH:17][CH:16]=[CH:15]3)=[O:11])[CH:5]=[CH:6][CH:7]=1.Br[CH2:23][CH2:24][CH2:25][CH:26]=[CH2:27].CN(C=O)C.C(=O)([O-])[O-].[Cs+].[Cs+]. (5) Reactant: FC1C(F)=C(F)C(F)=C(F)C=1O[S:5]([CH2:8][CH2:9][CH2:10][C@@H:11]1[CH2:15][CH2:14][CH2:13][N:12]1[C:16]([O:18][C:19]([CH3:22])([CH3:21])[CH3:20])=[O:17])(=[O:7])=[O:6].[CH3:31][N:32]1[CH2:37][CH2:36][CH:35]([N:38]2[CH2:43][CH2:42][NH:41][CH2:40][CH2:39]2)[CH2:34][CH2:33]1.N12CCCN=C1CCCCC2.C(=O)(O)[O-].[Na+]. Product: [CH3:31][N:32]1[CH2:33][CH2:34][CH:35]([N:38]2[CH2:43][CH2:42][N:41]([S:5]([CH2:8][CH2:9][CH2:10][C@@H:11]3[CH2:15][CH2:14][CH2:13][N:12]3[C:16]([O:18][C:19]([CH3:20])([CH3:21])[CH3:22])=[O:17])(=[O:6])=[O:7])[CH2:40][CH2:39]2)[CH2:36][CH2:37]1. The catalyst class is: 54. (6) Reactant: C[O:2][C:3](=[O:47])[C:4]1[CH:9]=[CH:8][C:7]([NH:10][C:11]([C@H:13]2[C@H:17]([C:18]3[CH:23]=[CH:22][CH:21]=[C:20]([Cl:24])[C:19]=3[F:25])[C@:16]([C:28]3[CH:33]=[CH:32][C:31]([Cl:34])=[CH:30][C:29]=3[F:35])([C:26]#[N:27])[C@H:15]([CH2:36][C:37]([CH3:40])([CH3:39])[CH3:38])[N:14]2[CH2:41][CH:42]2[CH2:44][CH2:43]2)=[O:12])=[CH:6][C:5]=1[O:45][CH3:46].[Li+].[OH-]. Product: [Cl:24][C:20]1[C:19]([F:25])=[C:18]([C@@H:17]2[C@:16]([C:28]3[CH:33]=[CH:32][C:31]([Cl:34])=[CH:30][C:29]=3[F:35])([C:26]#[N:27])[C@H:15]([CH2:36][C:37]([CH3:40])([CH3:39])[CH3:38])[N:14]([CH2:41][CH:42]3[CH2:44][CH2:43]3)[C@H:13]2[C:11]([NH:10][C:7]2[CH:8]=[CH:9][C:4]([C:3]([OH:47])=[O:2])=[C:5]([O:45][CH3:46])[CH:6]=2)=[O:12])[CH:23]=[CH:22][CH:21]=1. The catalyst class is: 87.